The task is: Predict the reactants needed to synthesize the given product.. This data is from Full USPTO retrosynthesis dataset with 1.9M reactions from patents (1976-2016). The reactants are: [C:1]1([CH3:11])[CH:6]=[CH:5][C:4]([S:7](Cl)(=[O:9])=[O:8])=[CH:3][CH:2]=1.C(N(CC)CC)C.[N:19]1([CH2:24][CH2:25][OH:26])[CH:23]=[CH:22][N:21]=[N:20]1.Cl. Given the product [N:19]1([CH2:24][CH2:25][O:26][S:7]([C:4]2[CH:5]=[CH:6][C:1]([CH3:11])=[CH:2][CH:3]=2)(=[O:9])=[O:8])[CH:23]=[CH:22][N:21]=[N:20]1, predict the reactants needed to synthesize it.